Task: Predict the reactants needed to synthesize the given product.. Dataset: Full USPTO retrosynthesis dataset with 1.9M reactions from patents (1976-2016) (1) Given the product [NH2:7][C:10]1([CH2:27][CH2:28][OH:29])[C:23]2[CH:22]=[C:21]([Cl:24])[N:20]=[C:19]([F:25])[C:18]=2[O:17][C:16]2[C:11]1=[CH:12][C:13]([Br:26])=[CH:14][CH:15]=2, predict the reactants needed to synthesize it. The reactants are: [H-].[H-].[H-].[H-].[Li+].[Al+3].[N:7]([C:10]1([CH2:27][CH2:28][OH:29])[C:23]2[CH:22]=[C:21]([Cl:24])[N:20]=[C:19]([F:25])[C:18]=2[O:17][C:16]2[C:11]1=[CH:12][C:13]([Br:26])=[CH:14][CH:15]=2)=[N+]=[N-]. (2) Given the product [F:30][C:31]([F:40])([F:41])[O:32][C:33]1[CH:34]=[CH:35][C:36]([N:37]2[CH2:13][CH2:12][C:6]3([CH2:7][CH2:8][N:9]([S:24]([C:19]4[CH:20]=[CH:21][CH:22]=[CH:23][C:18]=4[C:17]([F:29])([F:28])[F:16])(=[O:26])=[O:25])[CH2:10][CH2:11]3)[C:4]2=[O:5])=[CH:38][CH:39]=1, predict the reactants needed to synthesize it. The reactants are: C(O[C:4]([C:6]1([CH2:12][CH2:13]OC)[CH2:11][CH2:10][NH:9][CH2:8][CH2:7]1)=[O:5])C.[F:16][C:17]([F:29])([F:28])[C:18]1[CH:23]=[CH:22][CH:21]=[CH:20][C:19]=1[S:24](Cl)(=[O:26])=[O:25].[F:30][C:31]([F:41])([F:40])[O:32][C:33]1[CH:39]=[CH:38][C:36]([NH2:37])=[CH:35][CH:34]=1. (3) Given the product [Br:8][C:9]1[CH:17]=[C:16]2[C:12](=[CH:11][CH:10]=1)[CH2:13][C:14]1([CH2:19][CH2:20][CH:21]([C:24]([F:25])([F:26])[F:27])[CH2:22][CH2:23]1)[C:15]2=[N:7][S:5]([C:2]([CH3:4])([CH3:3])[CH3:1])=[O:6], predict the reactants needed to synthesize it. The reactants are: [CH3:1][C:2]([S:5]([NH2:7])=[O:6])([CH3:4])[CH3:3].[Br:8][C:9]1[CH:17]=[C:16]2[C:12]([CH2:13][C:14]3([CH2:23][CH2:22][CH:21]([C:24]([F:27])([F:26])[F:25])[CH2:20][CH2:19]3)[C:15]2=O)=[CH:11][CH:10]=1. (4) Given the product [Cl:23][C:20]1[CH:21]=[CH:22][C:17]([C:16]2[C:15]3[C:14]([CH3:25])=[C:13]([CH3:26])[S:12][C:11]=3[NH:10][C:9](=[O:27])[C@:5]3([CH2:7][C@@H:6]3[CH3:8])[N:4]=2)=[CH:18][CH:19]=1, predict the reactants needed to synthesize it. The reactants are: COC(=O)[NH:4][C@:5]1([C:9](=[O:27])[NH:10][C:11]2[S:12][C:13]([CH3:26])=[C:14]([CH3:25])[C:15]=2[C:16](=O)[C:17]2[CH:22]=[CH:21][C:20]([Cl:23])=[CH:19][CH:18]=2)[CH2:7][C@@H:6]1[CH3:8].N1CCCCC1.C(O)(=O)C. (5) Given the product [NH2:11][C:12]1[CH:17]=[CH:16][C:15]([O:18][C:9]2[CH:8]=[CH:7][C:4]([CH:5]=[O:6])=[CH:3][C:2]=2[Cl:1])=[CH:14][C:13]=1[N+:19]([O-:21])=[O:20], predict the reactants needed to synthesize it. The reactants are: [Cl:1][C:2]1[CH:3]=[C:4]([CH:7]=[CH:8][C:9]=1F)[CH:5]=[O:6].[NH2:11][C:12]1[CH:17]=[CH:16][C:15]([OH:18])=[CH:14][C:13]=1[N+:19]([O-:21])=[O:20]. (6) Given the product [CH2:34]([NH:33][C:31](=[O:32])[C:30]1[CH:37]=[CH:38][C:27]([NH:26][C:17]2[NH:16][C:15]3=[N:11][CH:12]=[CH:13][C:14]3=[C:19]([NH:20][CH2:21][C:22]([F:24])([F:25])[F:23])[N:18]=2)=[CH:28][CH:29]=1)[CH2:35][CH3:36], predict the reactants needed to synthesize it. The reactants are: CC1C=CC(S([N:11]2[C:15]3[N:16]=[C:17]([NH:26][C:27]4[CH:38]=[CH:37][C:30]([C:31]([NH:33][CH2:34][CH2:35][CH3:36])=[O:32])=[CH:29][CH:28]=4)[N:18]=[C:19]([NH:20][CH2:21][C:22]([F:25])([F:24])[F:23])[C:14]=3[CH:13]=[CH:12]2)(=O)=O)=CC=1.C(=O)([O-])[O-].[K+].[K+].